The task is: Predict the reaction yield, written as a fraction of the theoretical maximum amount of product (1.0 means a 100% yield; for example, 0.34 means a 34% yield).. This data is from Reaction yield outcomes from USPTO patents with 853,638 reactions. The product is [CH2:12]([O:19][C:20]1[CH:25]=[CH:24][CH:23]=[CH:22][C:21]=1[CH:31]([C:30]1[CH:33]=[CH:34][CH:35]=[C:28]([F:27])[CH:29]=1)[OH:32])[C:13]1[CH:18]=[CH:17][CH:16]=[CH:15][CH:14]=1. The reactants are CCCCCC.C([Li])CCC.[CH2:12]([O:19][C:20]1[CH:25]=[CH:24][CH:23]=[CH:22][C:21]=1Br)[C:13]1[CH:18]=[CH:17][CH:16]=[CH:15][CH:14]=1.[F:27][C:28]1[CH:29]=[C:30]([CH:33]=[CH:34][CH:35]=1)[CH:31]=[O:32].O. The yield is 0.650. The catalyst is C1COCC1.